From a dataset of B-cell epitopes from IEDB database with 3,159 antigens for binding position prediction. Token-level Classification. Given an antigen amino acid sequence, predict which amino acid positions are active epitope sites capable of antibody binding. Output is a list of indices for active positions. (1) Given the antigen sequence: AALLVALLFVANAAAFRTTITTMEIDEDIDNPRRRGEGCREQIQRQQNLNHCQYYLRQQSRSGGYDEDNQRQHFRQCCQQLSQMDEQCQCEGLRQVVRRQQQQQGLRGEEMEEMVQSARDLPNECGISSQRCEIRRSWF, which amino acid positions are active epitope sites? The epitope positions are: [111, 112, 113, 114, 115, 116, 117, 118, 119, 120, 121, 122, 123, 124, 125]. The amino acids at these positions are: EEMVQSARDLPNECG. (2) Given the antigen sequence: MMNHDTESHVKISRTIYRGVSPSTTRLESRVRELEDLLDLERDARVRAERHAADLGFQVDALSERLDEAGGSTTQTQELLKRREMEINKLRKDLENANASLELAETSMRRRHQTALNELALEVENLQKQKGKAEKDKSHLIMEVDNVLGQLDGALKAKQSAESKLEGLDSQLNRLKSLTDDLQRQLTELNNAKSRLTSENFELLHINQDYEAQILNYSKAKSSLESQVDDLKRSLDDEAKNRFNLQAQLTSLQMDYDNLQAKYDEESEEASNLRSQVSKFNADIAALKSKFERELMSKTEEFEEMKRKFTMRITELEDTAERERLKAVSLEKLKTKLTLEIKDLQSEIESLSLENSELIRRAKAAESLASDLQRRVDELTIEVNTLTSQNSQLESENLRLKSLVNDLTDKNNLLERENRQMNDQVKELKSSLRDANRRLTDLEALRSQLEAERDNLASALHDAEEALHDMDQKYQASQAALNHLKSEMEQRLRERDEELE..., which amino acid positions are active epitope sites? The epitope positions are: [480, 481, 482, 483, 484, 485, 486, 487, 488, 489, 490, 491, 492, 493, 494, 495, 496, 497, 498, 499]. The amino acids at these positions are: LNHLKSEMEQRLRERDEELE. (3) Given the antigen sequence: MQQDRTYRHHGPEVSGWFSEQLMTGKIPLTEVFVDVENKPSPAPITIISKNPKTTRKSDKQVQTDDASSLLTEEVKAAINSVISAVRRQTNAIESLEGRVTTLEASLKPVQDMAKTISSLNRSCAEMVAKYDLLVMTTGRATATAAATEAYWNEHGQAPPGPSLYEDDAIKAKLKDPNGKVPESVKQAYTNLDSTSALNEENFGRPYISAKDLKEIIYDHLPGFGTAFHQLVQVICKIGKDNNILDIIHAEFQASLAEGDSPQCALIQITKRIPAFQDASPPIVHIKSRGDIPKACQKSLRPVPPSPKIDRGWVCIFQFQDGKALGLKI, which amino acid positions are active epitope sites? The epitope positions are: [245, 246, 247, 248, 249, 250, 251, 252, 253, 254, 255, 256, 257, 258, 259]. The amino acids at these positions are: DIIHAEFQASLAEGD. (4) The epitope positions are: [115, 116, 117, 118, 119, 120, 121, 122, 123, 124]. The amino acids at these positions are: AMAPKHKEMP. Given the antigen sequence: MKVLILACLVALALARELEELNVPGEIVESLSSSEESITRINKKIEKFQSEEQQQTEDELQDKIHPFAQTQSLVYPFPGPIPNSLPQNIPPLTQTPVVVPPFLQPEVLGVSKVKEAMAPKHKEMPFPKYPVEPFTESQSLTLTDVENLHLPPLLLQSWMHQPHQPLPPTVMFPPQSVLSLSQSKVLPVPQKAVPYPQRDMPIQAFLLYQQPVLGPVRGPFPIIV, which amino acid positions are active epitope sites? (5) Given the antigen sequence: MSSILPFTPPVVKRLLGWKKSAGGSGGAGGGEQNGQEEKWCEKAVKSLVKKLKKTGRLDELEKAITTQNCNTKCVTIPSTCSEIWGLSTPNTIDQWDTTGLYSFSEQTRSLDGRLQVSHRKGLPHVIYCRLWRWPDLHSHHELKAIENCEYAFNLKKDEVCVNPYHYQRVETPVLPPVLVPRHTEILTELPPLDDYTHSIPENTNFPAGIEPQSNYIPETPPPGYISEDGETSDQQLNQSMDTGSPAELSPTTLSPVNHSLDLQPVTYSEPAFWCSIAYYELNQRVGETFHASQPSLTVDGFTDPSNSERFCLGLLSNVNRNATVEMTRRHIGRGVRLYYIGGEVFAECLSDSAIFVQSPNCNQRYGWHPATVCKIPPGCNLKIFNNQEFAALLAQSVNQGFEAVYQLTRMCTIRMSFVKGWGAEYRRQTVTSTPCWIELHLNGPLQWLDKVLTQMGSPSVRCSSMS, which amino acid positions are active epitope sites? The epitope positions are: [0, 1, 2, 3, 4, 5, 6, 7, 8, 9, 10, 11, 12, 13, 14, 15]. The amino acids at these positions are: MSSILPFTPPVVKRLL. (6) Given the antigen sequence: DDEVDVDGTVEEDLGKSREGSRTDDEVVQREEEAIQLDGLNASQIRELREKSEKFAFQAEVNRMMKLIINSLYKNKEIFLRELISNASDALDKIRLISLTDENALSGNEELTVKIKCDKEKNLLHVTDTGVGMTREELVKNLGTIAKSGTSEFLNKMTEAQEDGQSSSELIGQFGVGFYSAFLVADKVIVTSKHNNDTQHIWESDSNEFSVIADPRGNTLGRGTTITLVLKEEASDYLELDTIKNLVKKYSQFINFPIYVWSSKTETVEEPMEEEEAAKEEKEESDDEAAVEEEEEEKKPKTKKVEKTVWDWELMNDIKPIWQRPSKEVEEDEYKAFYKSFSKESDDPMAYIHFTAEGEVTFKSILFVPTSAPRGLFDEYGSKKSDYIKLYVRRVFIPDDFHDMMPKYLNFVKGVVDSDDLPLNVSRETLQQHKLLKVIRKKLVRKTLDMIKKIADDKYNDTFWKEFGTNIKLGVIEDHSNRTRLAKLLRFQSSHHPTDI..., which amino acid positions are active epitope sites? The epitope positions are: [75, 76, 77, 78, 79, 80, 81, 82, 83, 84, 85, 86, 87, 88, 89]. The amino acids at these positions are: KEIFLRELISNASDA. (7) Given the antigen sequence: MSTNPKPQRKTKRNTNRRPQDVKFPGGGQIVGGVYLLPRRGPRLGVRATRKTSERSQPRGRRQPIPKARRPEGRTWAQPGYPWPLYGNEGMGWAGWLLSPRGSRPSWGPTDPRRRSRNLGKVIDTLTCGFADLMGYIPLVGAPLGGAARALAHGVRVLEDGVNYATGNLPGCSFSIFLLALLSCLTIPASAIEVRNVSGVYHVTNDCSNASIVYEAADMIMHTPGCVPCVRENNSSRCWVALTPTLAARNSSIPTTTIRRHVDLLVGTAAFCSAMYVGDLCGSVFLVSQLFTFSPRRHETVQDCNCSIYPGHVSGHRMAWDMMMNWSPTTALVVSQLLRIPQAVVDIVAGAHWGVLAGLAYYSMVGNWAKVLIVMLLFAGVDGETYTTGGAQAYNASGLASLFTFGPSQKIQLMNTNGSWHINRTALNCNDSLNTGFLAALFYYKKFNASGCSERMASCRPLDKFAQGWGPITYAEPPNLDQKPYCWHYAPRPCGIVPAS..., which amino acid positions are active epitope sites? The epitope positions are: [517, 518, 519, 520, 521, 522, 523, 524, 525, 526, 527, 528, 529, 530, 531, 532, 533, 534, 535, 536... (21 total positions)]. The amino acids at these positions are: TTDRFGVPTYSWGENETDVLL.